This data is from Catalyst prediction with 721,799 reactions and 888 catalyst types from USPTO. The task is: Predict which catalyst facilitates the given reaction. (1) Reactant: [Cl:1][C:2]1[CH:7]=[CH:6][C:5]([C:8]2[N:9]([CH:14]3[CH2:16][CH2:15]3)[C:10](=[O:13])[NH:11][N:12]=2)=[CH:4][CH:3]=1.C(=O)([O-])[O-].[Cs+].[Cs+].[Br:23][C:24]1[CH:31]=[CH:30][CH:29]=[CH:28][C:25]=1[CH2:26]Br. Product: [Br:23][C:24]1[CH:31]=[CH:30][CH:29]=[CH:28][C:25]=1[CH2:26][N:11]1[C:10](=[O:13])[N:9]([CH:14]2[CH2:16][CH2:15]2)[C:8]([C:5]2[CH:4]=[CH:3][C:2]([Cl:1])=[CH:7][CH:6]=2)=[N:12]1. The catalyst class is: 10. (2) Reactant: ClC1C(NC2C=C(C)NN=2)=NC([NH:8][C@H:9]([C:11]2[CH:16]=[CH:15][C:14]([F:17])=[CH:13][N:12]=2)[CH3:10])=NC=1.C[Mg]Cl.C(O[C:32](=[O:34])[CH3:33])(=O)C.C(=O)([O-])O.[Na+]. Product: [F:17][C:14]1[CH:15]=[CH:16][C:11]([C:9]([NH:8][C:32](=[O:34])[CH3:33])=[CH2:10])=[N:12][CH:13]=1. The catalyst class is: 76. (3) Reactant: [NH2:1][C:2]([C:4]1[CH:5]=[N:6][C:7]2[C:12]([C:13]=1[NH:14][C:15]1[CH:20]=[CH:19][C:18]([F:21])=[C:17]([O:22][CH3:23])[CH:16]=1)=[CH:11][C:10]([S:24][CH2:25][CH2:26][C:27]([O:29]CC)=[O:28])=[CH:9][C:8]=2[CH3:32])=[O:3].[OH-].[Na+]. Product: [NH2:1][C:2]([C:4]1[CH:5]=[N:6][C:7]2[C:12]([C:13]=1[NH:14][C:15]1[CH:20]=[CH:19][C:18]([F:21])=[C:17]([O:22][CH3:23])[CH:16]=1)=[CH:11][C:10]([S:24][CH2:25][CH2:26][C:27]([OH:29])=[O:28])=[CH:9][C:8]=2[CH3:32])=[O:3]. The catalyst class is: 8.